This data is from CYP2C9 inhibition data for predicting drug metabolism from PubChem BioAssay. The task is: Regression/Classification. Given a drug SMILES string, predict its absorption, distribution, metabolism, or excretion properties. Task type varies by dataset: regression for continuous measurements (e.g., permeability, clearance, half-life) or binary classification for categorical outcomes (e.g., BBB penetration, CYP inhibition). Dataset: cyp2c9_veith. (1) The compound is CCC(=O)N(Cc1ccco1)c1nc(-c2ccccc2)cs1. The result is 1 (inhibitor). (2) The result is 0 (non-inhibitor). The molecule is COCCCN1C(=O)C(=O)/C(=C(/O)c2ccc(OC)cc2C)C1c1cccnc1. (3) The compound is CC(C)N(C(=O)CSc1nc2ccccc2n1-c1ccccc1)C(C)C. The result is 1 (inhibitor). (4) The compound is C[N+](C)(C)CCOC(=O)CCC(=O)OCC[N+](C)(C)C. The result is 0 (non-inhibitor). (5) The drug is O=C(N/N=C1/C[C@@H](O)[C@@H](O)[C@H]2[C@H]1CC[C@H]1C(=O)N(c3ccc(F)cc3F)C(=O)[C@H]21)OCc1ccccc1. The result is 0 (non-inhibitor). (6) The drug is CSC(=NC#N)N1CCN(c2ccc(Cl)cc2)CC1. The result is 1 (inhibitor). (7) The molecule is Cc1cc(N2CCOCC2)nc(SCc2ccc(Cl)cc2Cl)n1. The result is 1 (inhibitor). (8) The molecule is CN(Cc1ccco1)c1ncncc1-c1cccnc1. The result is 0 (non-inhibitor). (9) The drug is NC(N)=N[C@H](CC(=O)O)c1ccccc1. The result is 0 (non-inhibitor).